This data is from Peptide-MHC class II binding affinity with 134,281 pairs from IEDB. The task is: Regression. Given a peptide amino acid sequence and an MHC pseudo amino acid sequence, predict their binding affinity value. This is MHC class II binding data. (1) The peptide sequence is FVVFLVAAALGGLAA. The MHC is HLA-DQA10101-DQB10501 with pseudo-sequence HLA-DQA10101-DQB10501. The binding affinity (normalized) is 0.619. (2) The peptide sequence is LECQVQTAVDFGNSY. The MHC is DRB1_0801 with pseudo-sequence DRB1_0801. The binding affinity (normalized) is 0.367.